Predict which catalyst facilitates the given reaction. From a dataset of Catalyst prediction with 721,799 reactions and 888 catalyst types from USPTO. Reactant: [Cl:1][C:2]1[S:18][C:5]2[N:6]=[CH:7][N:8]=[C:9]([NH:10][C:11]3[C:12]([OH:17])=[N:13][CH:14]=[CH:15][CH:16]=3)[C:4]=2[C:3]=1[CH3:19].[CH3:20][O:21][C@@H:22]1[CH2:27][CH2:26][C@H:25](O)[CH2:24][CH2:23]1.C1(P(C2C=CC=CC=2)C2C=CC=CC=2)C=CC=CC=1. Product: [Cl:1][C:2]1[S:18][C:5]2[N:6]=[CH:7][N:8]=[C:9]([NH:10][C:11]3[C:12]([O:17][C@H:25]4[CH2:26][CH2:27][C@H:22]([O:21][CH3:20])[CH2:23][CH2:24]4)=[N:13][CH:14]=[CH:15][CH:16]=3)[C:4]=2[C:3]=1[CH3:19]. The catalyst class is: 1.